Dataset: Experimentally validated miRNA-target interactions with 360,000+ pairs, plus equal number of negative samples. Task: Binary Classification. Given a miRNA mature sequence and a target amino acid sequence, predict their likelihood of interaction. Result: 0 (no interaction). The protein sequence of the target gene is MAAAKKAVLGPLVGAVDQGTSSTRFLVFNSKTAELLSHHQVEIKQEFPREGWVEQDPKEILQSVYECIEKTCEKLGQLNIDISNIKAIGVSNQRETTVVWDKVTGEPLYNAVVWLDLRTQSTVENLSKRIPGNNNFVKSKTGLPLSTYFSAVKLRWLLDNVKKVQEAVEENRALFGTIDSWLIWSLTGGIHGGVHCTDVTNASRTMLFNIHSLEWDKELCEFFGIPMEILPNVRSSSEIYGLMKISHSLKAGALEGVPISGCLGDQSAALVGQMCFQDGQAKNTYGTGCFLLCNTGHKCV.... The miRNA is hsa-miR-509-3p with sequence UGAUUGGUACGUCUGUGGGUAG.